This data is from Catalyst prediction with 721,799 reactions and 888 catalyst types from USPTO. The task is: Predict which catalyst facilitates the given reaction. (1) Reactant: [CH3:1][C:2]1[N:7]=[C:6]([O:8][C:9]2[CH:10]=[C:11]([CH2:15]O)[CH:12]=[CH:13][CH:14]=2)[CH:5]=[CH:4][CH:3]=1.S(Cl)([Cl:19])=O.C(=O)(O)[O-].[Na+]. Product: [Cl:19][CH2:15][C:11]1[CH:10]=[C:9]([CH:14]=[CH:13][CH:12]=1)[O:8][C:6]1[CH:5]=[CH:4][CH:3]=[C:2]([CH3:1])[N:7]=1. The catalyst class is: 4. (2) Reactant: C([O:3][C:4](=O)[CH2:5][NH:6][C:7]([O:9][C:10]([CH3:13])([CH3:12])[CH3:11])=[O:8])C.[NH2:15][NH2:16]. Product: [C:10]([O:9][C:7](=[O:8])[NH:6][CH2:5][C:4]([NH:15][NH2:16])=[O:3])([CH3:13])([CH3:12])[CH3:11]. The catalyst class is: 8. (3) The catalyst class is: 34. Reactant: [CH:1]1[CH:6]=[CH:5][C:4]([CH2:7][CH2:8][NH2:9])=[CH:3][CH:2]=1.[Br:10][C:11]1[C:19]([CH3:20])=[CH:18][CH:17]=[CH:16][C:12]=1[C:13](Cl)=[O:14]. Product: [Br:10][C:11]1[C:19]([CH3:20])=[CH:18][CH:17]=[CH:16][C:12]=1[C:13]([NH:9][CH2:8][CH2:7][C:4]1[CH:5]=[CH:6][CH:1]=[CH:2][CH:3]=1)=[O:14]. (4) Reactant: [CH2:1]([N:8]1[C:20]2[C:11](=[C:12]3[C:17](=[C:18]4[CH:24]=[C:23]([F:25])[CH:22]=[CH:21][C:19]4=2)[C:16](=[O:26])[N:15]([CH2:27][O:28][CH2:29][CH2:30][Si:31]([CH3:34])([CH3:33])[CH3:32])[CH:14]=[CH:13]3)[N:10]=[C:9]1[N:35]1[CH2:44][CH2:43][C:38]2(OCC[O:39]2)[CH2:37][CH2:36]1)[C:2]1[CH:7]=[CH:6][CH:5]=[CH:4][CH:3]=1.Cl.[OH-].[Na+]. Product: [CH2:1]([N:8]1[C:20]2[C:11](=[C:12]3[C:17](=[C:18]4[CH:24]=[C:23]([F:25])[CH:22]=[CH:21][C:19]4=2)[C:16](=[O:26])[N:15]([CH2:27][O:28][CH2:29][CH2:30][Si:31]([CH3:34])([CH3:33])[CH3:32])[CH:14]=[CH:13]3)[N:10]=[C:9]1[N:35]1[CH2:44][CH2:43][C:38](=[O:39])[CH2:37][CH2:36]1)[C:2]1[CH:7]=[CH:6][CH:5]=[CH:4][CH:3]=1. The catalyst class is: 1. (5) Reactant: CC(OC([N:8]([CH2:26][CH3:27])[C@@H:9]1[CH2:13][CH2:12][N:11]([C:14]2[C:19]([C:20]([O:22][CH:23]([CH3:25])[CH3:24])=[O:21])=[CH:18][CH:17]=[CH:16][N:15]=2)[CH2:10]1)=O)(C)C.O1CCOCC1.[ClH:34]. Product: [ClH:34].[ClH:34].[CH2:26]([NH:8][C@@H:9]1[CH2:13][CH2:12][N:11]([C:14]2[C:19]([C:20]([O:22][CH:23]([CH3:24])[CH3:25])=[O:21])=[CH:18][CH:17]=[CH:16][N:15]=2)[CH2:10]1)[CH3:27]. The catalyst class is: 5. (6) The catalyst class is: 4. Product: [Br:15][C:13]1[CH:14]=[C:9]([NH:8][S:3]([N:2]([CH3:7])[CH3:1])(=[O:5])=[O:4])[CH:10]=[N:11][CH:12]=1. Reactant: [CH3:1][N:2]([CH3:7])[S:3](Cl)(=[O:5])=[O:4].[NH2:8][C:9]1[CH:10]=[N:11][CH:12]=[C:13]([Br:15])[CH:14]=1.N1C=CC=CC=1. (7) The catalyst class is: 21. Reactant: CC(C)=[O:3].OS(O)(=O)=O.O=[Cr](=O)=O.[CH2:14]([O:21][CH2:22][C:23]([CH2:35][O:36][CH2:37][C:38]1[CH:43]=[CH:42][CH:41]=[CH:40][CH:39]=1)([CH2:26][O:27][CH2:28][C:29]1[CH:34]=[CH:33][CH:32]=[CH:31][CH:30]=1)[CH2:24][OH:25])[C:15]1[CH:20]=[CH:19][CH:18]=[CH:17][CH:16]=1.O. Product: [CH2:37]([O:36][CH2:35][C:23]([CH2:22][O:21][CH2:14][C:15]1[CH:16]=[CH:17][CH:18]=[CH:19][CH:20]=1)([CH2:26][O:27][CH2:28][C:29]1[CH:30]=[CH:31][CH:32]=[CH:33][CH:34]=1)[C:24]([OH:3])=[O:25])[C:38]1[CH:39]=[CH:40][CH:41]=[CH:42][CH:43]=1.